From a dataset of Forward reaction prediction with 1.9M reactions from USPTO patents (1976-2016). Predict the product of the given reaction. (1) Given the reactants [N:1]1[CH:6]=[CH:5][CH:4]=[CH:3][C:2]=1[CH2:7][CH2:8][NH:9][C:10]([C:12]1[C:13]([C:18]2[CH:23]=[CH:22][CH:21]=[CH:20][C:19]=2[CH2:24][NH2:25])=[CH:14][CH:15]=[CH:16][CH:17]=1)=[O:11].[F:26][C:27]1[CH:28]=[C:29]([S:33](Cl)(=[O:35])=[O:34])[CH:30]=[CH:31][CH:32]=1.N1C=CC=CC=1CCNC(C1C(C2C=CC=CC=2C(S(C2C=CC=C(F)C=2)(=O)=O)N)=CC=CC=1)=O, predict the reaction product. The product is: [N:1]1[CH:6]=[CH:5][CH:4]=[CH:3][C:2]=1[CH2:7][CH2:8][NH:9][C:10]([C:12]1[C:13]([C:18]2[CH:23]=[CH:22][CH:21]=[CH:20][C:19]=2[CH2:24][NH:25][S:33]([C:29]2[CH:30]=[CH:31][CH:32]=[C:27]([F:26])[CH:28]=2)(=[O:35])=[O:34])=[CH:14][CH:15]=[CH:16][CH:17]=1)=[O:11]. (2) The product is: [C:1]1([C:7]2[CH:11]=[C:10]([CH2:12][N:13]3[CH2:14][CH2:15][CH:16]([CH2:19][NH:20][C:21]4[C:29]5[C:24](=[CH:25][CH:26]=[C:27]([C:30]6[N:34]=[CH:33][NH:32][N:31]=6)[CH:28]=5)[NH:23][N:22]=4)[CH2:17][CH2:18]3)[O:9][N:8]=2)[CH:2]=[CH:3][CH:4]=[CH:5][CH:6]=1. Given the reactants [C:1]1([C:7]2[CH:11]=[C:10]([CH2:12][N:13]3[CH2:18][CH2:17][CH:16]([CH2:19][NH:20][C:21]4[C:29]5[C:24](=[CH:25][CH:26]=[C:27]([C:30]6[N:34]=[CH:33][N:32](C(C7C=CC=CC=7)(C7C=CC=CC=7)C7C=CC=CC=7)[N:31]=6)[CH:28]=5)[N:23](C5CCCCO5)[N:22]=4)[CH2:15][CH2:14]3)[O:9][N:8]=2)[CH:6]=[CH:5][CH:4]=[CH:3][CH:2]=1.CO.Cl.C(=O)(O)[O-].[Na+], predict the reaction product. (3) Given the reactants [NH2:1][C:2]1[N:7]=[CH:6][C:5]([C:8]([NH:10][CH:11]2[CH2:16][CH2:15][C:14](=[CH:17][C:18]3[CH:23]=[CH:22][CH:21]=[C:20]([O:24][C:25]4[CH:30]=[CH:29][C:28]([C:31]([F:34])([F:33])[F:32])=[CH:27][N:26]=4)[CH:19]=3)[CH2:13][CH2:12]2)=[O:9])=[CH:4][CH:3]=1.[CH3:35][S:36](Cl)(=[O:38])=[O:37].C(N(CC)CC)C, predict the reaction product. The product is: [CH3:35][S:36]([NH:1][C:2]1[N:7]=[CH:6][C:5]([C:8]([NH:10][CH:11]2[CH2:12][CH2:13][C:14](=[CH:17][C:18]3[CH:23]=[CH:22][CH:21]=[C:20]([O:24][C:25]4[CH:30]=[CH:29][C:28]([C:31]([F:34])([F:33])[F:32])=[CH:27][N:26]=4)[CH:19]=3)[CH2:15][CH2:16]2)=[O:9])=[CH:4][CH:3]=1)(=[O:38])=[O:37]. (4) Given the reactants [C:1]([O:5][C:6](=[O:20])[NH:7][C@@:8]([CH3:19])([CH:16]1[CH2:18][O:17]1)[CH2:9][C:10]1[CH:15]=[CH:14][CH:13]=[CH:12][CH:11]=1)([CH3:4])([CH3:3])[CH3:2].[NH4+:21].[OH-], predict the reaction product. The product is: [NH2:21][CH2:18][CH:16]([OH:17])[C@:8]([NH:7][C:6](=[O:20])[O:5][C:1]([CH3:4])([CH3:3])[CH3:2])([CH2:9][C:10]1[CH:15]=[CH:14][CH:13]=[CH:12][CH:11]=1)[CH3:19]. (5) Given the reactants [C:1]([NH2:5])(=[S:4])[CH2:2][CH3:3].[Cl:6][CH2:7][C:8](=O)[CH2:9]Cl, predict the reaction product. The product is: [Cl:6][CH2:7][C:8]1[N:5]=[C:1]([CH2:2][CH3:3])[S:4][CH:9]=1.